From a dataset of Full USPTO retrosynthesis dataset with 1.9M reactions from patents (1976-2016). Predict the reactants needed to synthesize the given product. (1) Given the product [CH3:1][O:2][C:3]1[CH:13]=[CH:12][C:6]2[N:7]([CH2:17][C:18]([O:20][CH2:21][CH3:22])=[O:19])[C:8](=[O:11])[CH2:9][O:10][C:5]=2[CH:4]=1, predict the reactants needed to synthesize it. The reactants are: [CH3:1][O:2][C:3]1[CH:13]=[CH:12][C:6]2[NH:7][C:8](=[O:11])[CH2:9][O:10][C:5]=2[CH:4]=1.[H-].[Na+].Br[CH2:17][C:18]([O:20][CH2:21][CH3:22])=[O:19].FC(F)(F)C(O)=O. (2) Given the product [Br:3][C:4]1[CH:9]=[C:8]([F:10])[CH:7]=[CH:6][C:5]=1[CH:11]1[CH2:12][CH2:13][CH2:14][NH:15]1, predict the reactants needed to synthesize it. The reactants are: [BH4-].[Na+].[Br:3][C:4]1[CH:9]=[C:8]([F:10])[CH:7]=[CH:6][C:5]=1[C:11]1[CH2:12][CH2:13][CH2:14][N:15]=1.O.[OH-].[Na+]. (3) Given the product [I:17][C:18]1[CH:19]=[CH:20][C:21]2[N:22]([CH:24]=[C:25]([NH:27][C:11]([C:10]3[CH:9]=[CH:8][C:7]([C:4]([CH3:5])([CH3:6])[C:3]([O:2][CH3:1])=[O:16])=[CH:15][CH:14]=3)=[O:13])[N:26]=2)[CH:23]=1, predict the reactants needed to synthesize it. The reactants are: [CH3:1][O:2][C:3](=[O:16])[C:4]([C:7]1[CH:15]=[CH:14][C:10]([C:11]([OH:13])=O)=[CH:9][CH:8]=1)([CH3:6])[CH3:5].[I:17][C:18]1[CH:19]=[CH:20][C:21]2[N:22]([CH:24]=[C:25]([NH2:27])[N:26]=2)[CH:23]=1. (4) Given the product [C:25]([NH:26][C@H:27]1[CH2:31][CH2:30][N:29]([C:9]2[CH:8]=[CH:7][C:3]([C:4]([NH2:6])=[O:5])=[C:2]([NH:12][C:13]3[CH:14]=[C:15]([CH3:19])[CH:16]=[CH:17][CH:18]=3)[N:10]=2)[CH2:28]1)(=[O:32])[CH:33]=[CH2:34], predict the reactants needed to synthesize it. The reactants are: Cl[C:2]1[N:10]=[C:9](Cl)[CH:8]=[CH:7][C:3]=1[C:4]([NH2:6])=[O:5].[NH2:12][C:13]1[CH:18]=[CH:17][CH:16]=[C:15]([CH3:19])[CH:14]=1.C(O[C:25](=[O:32])[NH:26][C@H:27]1[CH2:31][CH2:30][NH:29][CH2:28]1)(C)(C)C.[C:33](O)(=O)[CH:34]=C. (5) Given the product [CH3:24][O:23][C:19]([C:20]1[S:21][C:11]2=[N:12][CH:13]=[C:14]([Br:16])[CH:15]=[C:10]2[C:9]=1[OH:18])=[O:22], predict the reactants needed to synthesize it. The reactants are: C(=O)([O-])[O-].[K+].[K+].CO[C:9](=[O:18])[C:10]1[CH:15]=[C:14]([Br:16])[CH:13]=[N:12][C:11]=1Cl.[C:19]([O:23][CH3:24])(=[O:22])[CH2:20][SH:21].Cl. (6) Given the product [Br:1][C:2]1[CH:3]=[N:4][C:5]2[N:6]([N:8]=[C:9]([C:11]([N:30]3[CH2:29][CH2:28][C:27]4[C:32](=[CH:33][C:24]([C:19]5[C:20]([O:22][CH3:23])=[N:21][C:16]([O:15][CH3:14])=[N:17][CH:18]=5)=[CH:25][CH:26]=4)[CH:31]3[CH3:34])=[O:13])[CH:10]=2)[CH:7]=1, predict the reactants needed to synthesize it. The reactants are: [Br:1][C:2]1[CH:3]=[N:4][C:5]2[N:6]([N:8]=[C:9]([C:11]([OH:13])=O)[CH:10]=2)[CH:7]=1.[CH3:14][O:15][C:16]1[N:21]=[C:20]([O:22][CH3:23])[C:19]([C:24]2[CH:33]=[C:32]3[C:27]([CH2:28][CH2:29][NH:30][CH:31]3[CH3:34])=[CH:26][CH:25]=2)=[CH:18][N:17]=1.